This data is from Catalyst prediction with 721,799 reactions and 888 catalyst types from USPTO. The task is: Predict which catalyst facilitates the given reaction. Reactant: O[CH2:2][C:3]([NH:6][C:7]([C:9]1[O:17][C:16]2[C:15]([Br:18])=[CH:14][N:13]=[CH:12][C:11]=2[C:10]=1[Br:19])=[O:8])([CH3:5])[CH3:4].S(Cl)(Cl)=O.[OH-].[Na+]. The catalyst class is: 4. Product: [Br:19][C:10]1[C:11]2[CH:12]=[N:13][CH:14]=[C:15]([Br:18])[C:16]=2[O:17][C:9]=1[C:7]1[O:8][CH2:2][C:3]([CH3:5])([CH3:4])[N:6]=1.